From a dataset of Full USPTO retrosynthesis dataset with 1.9M reactions from patents (1976-2016). Predict the reactants needed to synthesize the given product. (1) Given the product [OH:44][C@H:43]([CH2:42][OH:41])[CH2:45][CH2:46][NH:47][C:35]([CH:16]1[CH:15]([C:11]2[CH:12]=[CH:13][CH:14]=[C:9]([Cl:8])[C:10]=2[F:38])[C:19]([C:22]2[CH:23]=[CH:24][C:25]([Cl:28])=[CH:26][CH:27]=2)([C:20]#[N:21])[CH:18]([CH2:29][CH:30]2[CH2:31][CH2:32][CH2:33][CH2:34]2)[NH:17]1)=[O:36], predict the reactants needed to synthesize it. The reactants are: FC(F)(F)C(O)=O.[Cl:8][C:9]1[C:10]([F:38])=[C:11]([CH:15]2[C:19]([C:22]3[CH:27]=[CH:26][C:25]([Cl:28])=[CH:24][CH:23]=3)([C:20]#[N:21])[CH:18]([CH2:29][CH:30]3[CH2:34][CH2:33][CH2:32][CH2:31]3)[NH:17][CH:16]2[C:35](O)=[O:36])[CH:12]=[CH:13][CH:14]=1.CC1(C)[O:44][C@@H:43]([CH2:45][CH2:46][NH2:47])[CH2:42][O:41]1.CN(C(ON1N=NC2C=CC=NC1=2)=[N+](C)C)C.F[P-](F)(F)(F)(F)F.CCN(C(C)C)C(C)C.Cl. (2) Given the product [ClH:24].[ClH:24].[CH3:1][N:2]([CH3:23])[CH2:3][CH2:4][N:5]1[CH2:10][CH2:9][O:8][C:7]2[CH:11]=[CH:12][C:13]([NH:15][C:16]([C:18]3[S:19][CH:20]=[CH:21][CH:22]=3)=[NH:17])=[CH:14][C:6]1=2, predict the reactants needed to synthesize it. The reactants are: [CH3:1][N:2]([CH3:23])[CH2:3][CH2:4][N:5]1[CH2:10][CH2:9][O:8][C:7]2[CH:11]=[CH:12][C:13]([NH:15][C:16]([C:18]3[S:19][CH:20]=[CH:21][CH:22]=3)=[NH:17])=[CH:14][C:6]1=2.[ClH:24]. (3) Given the product [Br:21][C:22]1[CH:29]=[CH:28][C:27]([Cl:30])=[CH:26][C:23]=1[CH:24]=[C:15]1[C:16](=[O:18])[O:17][C:12]([CH3:20])([CH3:11])[O:13][C:14]1=[O:19], predict the reactants needed to synthesize it. The reactants are: N1CCCCC1.C(O)(=O)C.[CH3:11][C:12]1([CH3:20])[O:17][C:16](=[O:18])[CH2:15][C:14](=[O:19])[O:13]1.[Br:21][C:22]1[CH:29]=[CH:28][C:27]([Cl:30])=[CH:26][C:23]=1[CH:24]=O.